Dataset: Reaction yield outcomes from USPTO patents with 853,638 reactions. Task: Predict the reaction yield, written as a fraction of the theoretical maximum amount of product (1.0 means a 100% yield; for example, 0.34 means a 34% yield). (1) The reactants are [C:1]([NH:24][CH2:25][CH2:26][CH2:27][CH2:28][C@H:29]([NH:37][C:38](=[O:45])/[CH:39]=[CH:40]/[C:41]([O:43][CH3:44])=[O:42])[C:30]([O:32]C(C)(C)C)=[O:31])(=[O:23])[CH2:2][CH2:3]/[CH:4]=[CH:5]\[CH2:6]/[CH:7]=[CH:8]\[CH2:9]/[CH:10]=[CH:11]\[CH2:12]/[CH:13]=[CH:14]\[CH2:15]/[CH:16]=[CH:17]\[CH2:18]/[CH:19]=[CH:20]\[CH2:21][CH3:22].Cl. The catalyst is O1CCOCC1. The product is [C:1]([NH:24][CH2:25][CH2:26][CH2:27][CH2:28][C@H:29]([NH:37][C:38](=[O:45])/[CH:39]=[CH:40]/[C:41]([O:43][CH3:44])=[O:42])[C:30]([OH:32])=[O:31])(=[O:23])[CH2:2][CH2:3]/[CH:4]=[CH:5]\[CH2:6]/[CH:7]=[CH:8]\[CH2:9]/[CH:10]=[CH:11]\[CH2:12]/[CH:13]=[CH:14]\[CH2:15]/[CH:16]=[CH:17]\[CH2:18]/[CH:19]=[CH:20]\[CH2:21][CH3:22]. The yield is 0.350. (2) The reactants are Cl[CH:2]([CH:19]1[CH2:24][CH2:23][CH2:22][CH2:21][CH2:20]1)[C:3]1[CH:7]=[C:6]([C:8]2[CH:13]=[CH:12][C:11]([C:14]([F:17])([F:16])[F:15])=[CH:10][CH:9]=2)[S:5][C:4]=1[CH3:18].[NH2:25][C:26]1[CH:35]=[CH:34][C:29]([C:30]([O:32]C)=[O:31])=[CH:28][CH:27]=1.[I-].[Na+].C(=O)([O-])[O-].[Na+].[Na+].Cl.[OH-].[Na+]. The catalyst is C(O)C.O1CCCC1.CN(C)C(=O)C. The product is [CH:19]1([CH:2]([NH:25][C:26]2[CH:35]=[CH:34][C:29]([C:30]([OH:32])=[O:31])=[CH:28][CH:27]=2)[C:3]2[CH:7]=[C:6]([C:8]3[CH:13]=[CH:12][C:11]([C:14]([F:17])([F:16])[F:15])=[CH:10][CH:9]=3)[S:5][C:4]=2[CH3:18])[CH2:24][CH2:23][CH2:22][CH2:21][CH2:20]1. The yield is 0.710. (3) The reactants are [CH2:1]([O:8][C:9]1[CH:10]=[C:11]2[C:15](=[CH:16][C:17]=1[O:18][CH3:19])[NH:14][CH:13]=[CH:12]2)[C:2]1[CH:7]=[CH:6][CH:5]=[CH:4][CH:3]=1.C([Mg]Br)C.[CH3:24][C:25]1([CH3:33])[C:27]([CH3:29])([CH3:28])[CH:26]1[C:30](Cl)=[O:31]. The catalyst is [Cl-].[Zn+2].[Cl-]. The product is [CH2:1]([O:8][C:9]1[CH:10]=[C:11]2[C:15](=[CH:16][C:17]=1[O:18][CH3:19])[NH:14][CH:13]=[C:12]2[C:30]([CH:26]1[C:27]([CH3:29])([CH3:28])[C:25]1([CH3:33])[CH3:24])=[O:31])[C:2]1[CH:3]=[CH:4][CH:5]=[CH:6][CH:7]=1. The yield is 0.660.